This data is from Experimentally validated miRNA-target interactions with 360,000+ pairs, plus equal number of negative samples. The task is: Binary Classification. Given a miRNA mature sequence and a target amino acid sequence, predict their likelihood of interaction. (1) The miRNA is mmu-miR-1198-5p with sequence UAUGUGUUCCUGGCUGGCUUGG. The protein sequence of the target gene is MASPRTITIMALSVALGLFFVFMGTIKLTPRLSKDAYSEMKRAYKSYVRALPLLKKMGINSILLRKSIGALEVACGIVMTLVPGRPKDVANFFLLLLVLAVLFFHQLVGDPLKRYAHALVFGILLTCRLLIARKPEDRSSEKKALPESAEEQPSLYEKAPQGKVKVS. Result: 0 (no interaction). (2) The miRNA is hsa-miR-6768-3p with sequence CAAAGGCCACAUUCUCCUGUGCAC. The protein sequence of the target gene is MNILMLTFIICGLLTRVTKGSFEPQKCWKNNVGHCRRRCLDTERYILLCRNKLSCCISIISHEYTRRPAFPVIHLEDITLDYSDVDSFTGSPVSMLNDLITFDTTKFGETMTPETNTPETTMPPSEATTPETTMPPSETATSETMPPPSQTALTHN. Result: 0 (no interaction). (3) The miRNA is mmu-miR-188-3p with sequence CUCCCACAUGCAGGGUUUGCA. The protein sequence of the target gene is MAGPRYPVSVQGAALVQIKRLQTFAFSVRWSDGSDTFVRRSWDEFRQLKKTLKETFPVEAGLLRRSDRVLPKLLGQASLDAPLLGRVGRTSRGLARLQLLETYSRRLLATAERVARSPTITGFFAPQPLDLEPALPPGSRVILPTPEEQPLSRAAGRLSIHSLEAQSLRCLQPFCTQDTRDRPFQAQAQESLDVLLRHPSGWWLVENEDRQTAWFPAPYLEEAAPGQGREGGPSLGSSGPQFCASRAYESSRADELSVPAGARVRVLETSDRGWWLCRYGDRAGLLPAVLLRPEGLGALL.... Result: 0 (no interaction). (4) The miRNA is hsa-miR-6754-5p with sequence CCAGGGAGGCUGGUUUGGAGGA. The protein sequence of the target gene is MPLGLGRRKKAPPLVENEEAEPGRGGLGVGEPGPLGGGGSGGPQMGLPPPPPALRPRLVFHTQLAHGSPTGRIEGFTNVKELYGKIAEAFRLPTAEVMFCTLNTHKVDMDKLLGGQIGLEDFIFAHVKGQRKEVEVFKSEDALGLTITDNGAGYAFIKRIKEGSVIDHIHLISVGDMIEAINGQSLLGCRHYEVARLLKELPRGRTFTLKLTEPRKAFDMISQRSAGGRPGSGPQLGTGRGTLRLRSRGPATVEDLPSAFEEKAIEKVDDLLESYMGIRDTELAATMVELGKDKRNPDEL.... Result: 1 (interaction). (5) The miRNA is mmu-miR-466p-5p with sequence UAUGUGUGUGUACAUGUACAU. The protein sequence of the target gene is MAAYSWWRQPSWMVDNKRSRMTPNLPWLLSALTLLHLTMHANGLKRGVQDLKCTTNNMRVWDCTWPAPLGVSPGTVKDICIKDRFHSCHPLETTNVKIPALSPGDHEVTINYLNGFQSKFTLNEKDVSLIPETPEILDLSADFFTSSLLLKWNDRGSALPHPSNATWEIKVLQNPRTEPVALVLLNTMLSGKDTVQHWNWTSDLPLQCATHSVSIRWHIDSPHFSGYKEWSDWSPLKNISWIRNTETNVFPQDKVVLAGSNMTICCMSPTKVLSGQIGNTLRPLIHLYGQTVAIHILNIP.... Result: 1 (interaction). (6) The miRNA is hsa-miR-4502 with sequence GCUGAUGAUGAUGGUGCUGAAG. The protein sequence of the target gene is MSSSFFNPSFAFSSHFDPDGAPLSELSWSSSLAVVAVSFSGIFTVVILMLACLCCKKGGIGFKEFENAEGDEYVADFSEQGSPAAAAQTGPDVYVLPLTEVSLPMAKQPGRSVQLLKSTDLGRHSLLYLKEIGHGWFGKVFLGEVHSGVSGTQVVVKELKVSASVQEQMQFLEEAQPYRALQHSNLLQCLAQCAEVTPYLLVMEFCPLGDLKGYLRSCRVTESMAPDPLTLQRMACEVACGVLHLHRHNYVHSDLALRNCLLTADLTVKVGDYGLSHCKYREDYLVTADQLWVPLRWIAP.... Result: 0 (no interaction). (7) The miRNA is hsa-miR-519a-5p with sequence CUCUAGAGGGAAGCGCUUUCUG. The protein sequence of the target gene is MSGAGVAAGTRPPSSPTPGSRRRRQRPSVGVQSLRPQSPQLRQSDPQKRNLDLEKSLQFLQQQHSEMLAKLHEEIEHLKRENKDLHYKLIMNQTSQKKDGPSGNHLSRASAPLGARWVCINGVWVEPGGPSPARLKEGSSRTHRPGGKRGRLAGGSADTVRSPADSLSMSSFQSVKSISNSGKARPQPGSFNKQDSKADVSQKADLEEEPLLHNSKLDKVPGVQGQARKEKAEASNAGAACMGNSQHQGRQMGAGAHPPMILPLPLRKPTTLRQCEVLIRELWNTNLLQTQELRHLKSLL.... Result: 0 (no interaction).